Dataset: Full USPTO retrosynthesis dataset with 1.9M reactions from patents (1976-2016). Task: Predict the reactants needed to synthesize the given product. (1) Given the product [CH2:19]([C:8]1([C:5]2[CH:6]=[CH:7][C:2]([Br:1])=[CH:3][CH:4]=2)[O:22][C:11]2=[N:12][C:13]([N+:15]([O-:17])=[O:16])=[CH:14][N:10]2[CH2:9]1)[CH:20]=[CH2:21], predict the reactants needed to synthesize it. The reactants are: [Br:1][C:2]1[CH:7]=[CH:6][C:5]([C:8]([OH:22])([CH2:19][CH:20]=[CH2:21])[CH2:9][N:10]2[CH:14]=[C:13]([N+:15]([O-:17])=[O:16])[N:12]=[C:11]2Cl)=[CH:4][CH:3]=1.C([O-])([O-])=O.[Cs+].[Cs+]. (2) Given the product [Br:1][C:2]1[CH:3]=[N:4][C:5]2[N:6]([N:8]=[C:9]([C:11]([N:13]3[CH2:19][CH2:18][C:17]4[S:20][C:21](=[O:23])[N:22]([CH3:24])[C:16]=4[CH2:15][CH2:14]3)=[O:12])[CH:10]=2)[CH:7]=1, predict the reactants needed to synthesize it. The reactants are: [Br:1][C:2]1[CH:3]=[N:4][C:5]2[N:6]([N:8]=[C:9]([C:11]([N:13]3[CH2:19][CH2:18][C:17]4[S:20][C:21](=[O:23])[NH:22][C:16]=4[CH2:15][CH2:14]3)=[O:12])[CH:10]=2)[CH:7]=1.[CH3:24]I.[H-].[Na+]. (3) The reactants are: [Cl:1][C:2]1[CH:8]=[CH:7][C:5]([NH2:6])=[CH:4][CH:3]=1.Cl[C:10]([O:12][CH2:13][CH3:14])=[O:11].Cl. Given the product [Cl:1][C:2]1[CH:8]=[CH:7][C:5]([NH:6][C:10](=[O:11])[O:12][CH2:13][CH3:14])=[CH:4][CH:3]=1, predict the reactants needed to synthesize it. (4) Given the product [C:53]([O:52][C:51](=[O:57])[NH:50][CH2:49][C@@H:45]1[O:46][CH2:47][CH2:48][N:43]([C:5](=[O:7])[C:4]2[CH:8]=[CH:9][C:10]([Cl:11])=[C:2]([Cl:1])[CH:3]=2)[CH2:44]1)([CH3:56])([CH3:54])[CH3:55], predict the reactants needed to synthesize it. The reactants are: [Cl:1][C:2]1[CH:3]=[C:4]([CH:8]=[CH:9][C:10]=1[Cl:11])[C:5]([OH:7])=O.ON1C2C=CC=CC=2N=N1.Cl.CN(C)CCCN=C=NCC.C(N(CC)C(C)C)(C)C.[NH:43]1[CH2:48][CH2:47][O:46][C@@H:45]([CH2:49][NH:50][C:51](=[O:57])[O:52][C:53]([CH3:56])([CH3:55])[CH3:54])[CH2:44]1. (5) Given the product [F:1][C:2]1[CH:3]=[C:4]([C@@:9]2([OH:24])[CH2:14][CH2:13][N:12]([C:15]([O:17][C:18]([CH3:21])([CH3:20])[CH3:19])=[O:16])[CH2:11][C@@H:10]2[CH:22]=[N:32][OH:33])[CH:5]=[CH:6][C:7]=1[F:8], predict the reactants needed to synthesize it. The reactants are: [F:1][C:2]1[CH:3]=[C:4]([C@@:9]2([OH:24])[CH2:14][CH2:13][N:12]([C:15]([O:17][C:18]([CH3:21])([CH3:20])[CH3:19])=[O:16])[CH2:11][C@@H:10]2[CH:22]=O)[CH:5]=[CH:6][C:7]=1[F:8].C(=O)([O-])[O-].[Na+].[Na+].Cl.[NH2:32][OH:33]. (6) Given the product [Cl:1][C:2]1[CH:16]=[CH:15][C:5]([CH:6]([C:8]2[CH:13]=[CH:12][CH:11]=[C:10]([F:14])[CH:9]=2)[CH2:24][CH:25]=[O:26])=[CH:4][CH:3]=1, predict the reactants needed to synthesize it. The reactants are: [Cl:1][C:2]1[CH:16]=[CH:15][C:5]([C:6]([C:8]2[CH:13]=[CH:12][CH:11]=[C:10]([F:14])[CH:9]=2)=O)=[CH:4][CH:3]=1.C1(C(C2C=CC(C3C=CC=CC=3)=CC=2)[CH2:24][CH:25]=[O:26])C=CC=CC=1.